This data is from Catalyst prediction with 721,799 reactions and 888 catalyst types from USPTO. The task is: Predict which catalyst facilitates the given reaction. (1) Reactant: Cl.[CH3:2][CH:3]([CH2:8][N:9]1[CH2:14][CH2:13][CH2:12][CH2:11][CH2:10]1)[CH2:4][C:5]([OH:7])=[O:6].C1N=CN(C(N2C=NC=C2)=O)C=1.Cl.[F:28][C:29]1[C:33]([C:34]2[CH:35]=[C:36]3[C:41](=[CH:42][CH:43]=2)[N:40]=[CH:39][CH:38]=[CH:37]3)=[N:32][NH:31][C:30]=1[NH3+:44].CCN(CC)CC. Product: [CH:5]([OH:7])=[O:6].[F:28][C:29]1[C:33]([C:34]2[CH:35]=[C:36]3[C:41](=[CH:42][CH:43]=2)[N:40]=[CH:39][CH:38]=[CH:37]3)=[N:32][NH:31][C:30]=1[NH:44][C:5](=[O:7])[CH2:4][CH:3]([CH3:2])[CH2:8][N:9]1[CH2:14][CH2:13][CH2:12][CH2:11][CH2:10]1. The catalyst class is: 26. (2) Reactant: [Br:1][C:2]1[CH:14]=[CH:13][C:12]([C:15](O)=[O:16])=[C:11]2[C:3]=1[C:4]1[CH2:5][CH2:6][CH:7]([C:18]([O:20][CH2:21][CH3:22])=[O:19])[CH2:8][C:9]=1[NH:10]2.C(Cl)CCl.C1C=CC2N(O)N=[N:33]C=2C=1.[OH-].[NH4+]. Product: [Br:1][C:2]1[CH:14]=[CH:13][C:12]([C:15](=[O:16])[NH2:33])=[C:11]2[C:3]=1[C:4]1[CH2:5][CH2:6][CH:7]([C:18]([O:20][CH2:21][CH3:22])=[O:19])[CH2:8][C:9]=1[NH:10]2. The catalyst class is: 76. (3) Reactant: [O:1]1[CH2:6][CH2:5][N:4]([S:7]([C:10]2[CH:11]=[C:12]([CH:16]=[CH:17][CH:18]=2)[C:13]([OH:15])=O)(=[O:9])=[O:8])[CH2:3][CH2:2]1.N1(O)C2C=CC=CC=2N=N1.C(Cl)CCl.C(=O)(O)[O-].[Na+].[Cl:38][C:39]1[CH:44]=[CH:43][C:42]([OH:45])=[C:41]([C:46]2[CH:50]=[CH:49][NH:48][N:47]=2)[CH:40]=1. Product: [Cl:38][C:39]1[CH:44]=[CH:43][C:42]([OH:45])=[C:41]([C:46]2[CH:50]=[CH:49][N:48]([C:13]([C:12]3[CH:16]=[CH:17][CH:18]=[C:10]([S:7]([N:4]4[CH2:3][CH2:2][O:1][CH2:6][CH2:5]4)(=[O:8])=[O:9])[CH:11]=3)=[O:15])[N:47]=2)[CH:40]=1. The catalyst class is: 1. (4) Reactant: [CH3:1][NH:2][S:3]([CH2:6][CH2:7][CH2:8][CH2:9][C:10](O)=[O:11])(=[O:5])=[O:4].B.CO. Product: [OH:11][CH2:10][CH2:9][CH2:8][CH2:7][CH2:6][S:3]([NH:2][CH3:1])(=[O:5])=[O:4]. The catalyst class is: 1. (5) Reactant: [F:1][C:2]([F:22])([F:21])[O:3][C:4]1[CH:20]=[CH:19][C:7]([CH2:8][CH:9]2[CH2:14][CH:13]([C:15]([O:17][CH3:18])=[O:16])[CH2:12][CH2:11][NH:10]2)=[CH:6][CH:5]=1.CCN(C(C)C)C(C)C.[C:32](Cl)(=[O:35])[O:33][CH3:34]. Product: [F:22][C:2]([F:21])([F:1])[O:3][C:4]1[CH:5]=[CH:6][C:7]([CH2:8][CH:9]2[CH2:14][CH:13]([C:15]([O:17][CH3:18])=[O:16])[CH2:12][CH2:11][N:10]2[C:32]([O:33][CH3:34])=[O:35])=[CH:19][CH:20]=1. The catalyst class is: 2. (6) Reactant: [CH3:1][C@H:2]1[CH2:11][CH2:10][C@@H:9]2[C@:4]([CH3:14])([CH2:5][CH2:6][CH2:7][C:8]2([CH3:13])[CH3:12])[C@H:3]1[CH2:15][C:16]([NH:18][C:19]1[CH:24]=[C:23]([O:25]C)[CH:22]=[C:21]([O:27]C)[CH:20]=1)=[O:17].B(Br)(Br)Br.CO. The catalyst class is: 2. Product: [CH3:1][C@H:2]1[CH2:11][CH2:10][C@@H:9]2[C@:4]([CH3:14])([CH2:5][CH2:6][CH2:7][C:8]2([CH3:12])[CH3:13])[C@H:3]1[CH2:15][C:16]([NH:18][C:19]1[CH:24]=[C:23]([OH:25])[CH:22]=[C:21]([OH:27])[CH:20]=1)=[O:17]. (7) Reactant: [C:1]([N:8]1[CH2:13][CH2:12][NH:11][CH2:10][C@H:9]1C)([O:3][C:4]([CH3:7])([CH3:6])[CH3:5])=[O:2].[CH3:15][O:16][C:17]([C:19]1[CH:24]=[N:23][C:22](Cl)=[CH:21][N:20]=1)=[O:18].[C:26]([O-])([O-])=O.[Na+].[Na+]. Product: [CH3:15][O:16][C:17]([C:19]1[N:20]=[CH:21][C:22]([N:11]2[CH2:12][CH2:13][N:8]([C:1]([O:3][C:4]([CH3:5])([CH3:6])[CH3:7])=[O:2])[CH2:9][C@H:10]2[CH3:26])=[N:23][CH:24]=1)=[O:18]. The catalyst class is: 3. (8) Reactant: [Br:1][C:2]1[CH:3]=[C:4]2[C:8](=[CH:9][CH:10]=1)[NH:7][CH:6]=[CH:5]2.[H-].[Na+].F[C:14]1[CH:21]=[CH:20][C:17]([C:18]#[N:19])=[CH:16][CH:15]=1. Product: [Br:1][C:2]1[CH:3]=[C:4]2[C:8](=[CH:9][CH:10]=1)[N:7]([C:14]1[CH:21]=[CH:20][C:17]([C:18]#[N:19])=[CH:16][CH:15]=1)[CH:6]=[CH:5]2. The catalyst class is: 3.